This data is from Catalyst prediction with 721,799 reactions and 888 catalyst types from USPTO. The task is: Predict which catalyst facilitates the given reaction. Reactant: [CH:1]([S:4](Cl)(=[O:6])=[O:5])([CH3:3])[CH3:2].[CH3:8][C:9]1[N:13]([C:14]2[CH:19]=[CH:18][C:17]([C:20]([F:23])([F:22])[F:21])=[CH:16][N:15]=2)[N:12]=[CH:11][C:10]=1[C:24]([NH:26][C:27]1[CH:28]=[N:29][C:30]([CH:33]2[CH2:38][CH2:37][NH:36][CH2:35][CH2:34]2)=[CH:31][CH:32]=1)=[O:25].C(=O)([O-])[O-].[K+].[K+].O. Product: [CH3:8][C:9]1[N:13]([C:14]2[CH:19]=[CH:18][C:17]([C:20]([F:22])([F:21])[F:23])=[CH:16][N:15]=2)[N:12]=[CH:11][C:10]=1[C:24]([NH:26][C:27]1[CH:28]=[N:29][C:30]([CH:33]2[CH2:38][CH2:37][N:36]([S:4]([CH:1]([CH3:3])[CH3:2])(=[O:6])=[O:5])[CH2:35][CH2:34]2)=[CH:31][CH:32]=1)=[O:25]. The catalyst class is: 9.